The task is: Predict the reactants needed to synthesize the given product.. This data is from Full USPTO retrosynthesis dataset with 1.9M reactions from patents (1976-2016). (1) The reactants are: [Cl:1][C:2]1[CH:14]=[CH:13][C:5]([CH2:6][NH:7][C:8]([CH:10]2[CH2:12][CH2:11]2)=[O:9])=[CH:4][C:3]=1[NH:15][NH2:16].C([O-])([O-])=O.[Na+].[Na+].[CH3:23][C:24]([O:27][C:28](O[C:28]([O:27][C:24]([CH3:26])([CH3:25])[CH3:23])=[O:29])=[O:29])([CH3:26])[CH3:25]. Given the product [Cl:1][C:2]1[CH:14]=[CH:13][C:5]([CH2:6][NH:7][C:8]([CH:10]2[CH2:12][CH2:11]2)=[O:9])=[CH:4][C:3]=1[NH:15][NH:16][C:28]([O:27][C:24]([CH3:26])([CH3:25])[CH3:23])=[O:29], predict the reactants needed to synthesize it. (2) Given the product [Br:1][C:2]1[CH:3]=[C:4]([N:12]2[CH2:16][CH2:15][CH2:14][CH2:13]2)[CH:5]=[C:6]([O:8][CH2:9][CH3:20])[CH:7]=1, predict the reactants needed to synthesize it. The reactants are: [Br:1][C:2]1[CH:3]=[C:4]([N:12]2[CH2:16][CH2:15][CH2:14][CH2:13]2)[CH:5]=[C:6]([O:8][CH2:9]OC)[CH:7]=1.Cl.[OH-].[NH4+].[C:20]([O-])([O-])=O.[K+].[K+].C(I)C. (3) Given the product [CH2:21]([O:14][C:3]1[CH:4]=[C:5]([NH:8][C:9]2[S:10][CH:11]=[CH:12][N:13]=2)[CH:6]=[CH:7][C:2]=1[CH3:1])[C:22]1[CH:27]=[CH:26][CH:25]=[CH:24][CH:23]=1, predict the reactants needed to synthesize it. The reactants are: [CH3:1][C:2]1[CH:7]=[CH:6][C:5]([NH:8][C:9]2[S:10][CH:11]=[CH:12][N:13]=2)=[CH:4][C:3]=1[OH:14].C([O-])([O-])=O.[K+].[K+].[CH2:21](Br)[C:22]1[CH:27]=[CH:26][CH:25]=[CH:24][CH:23]=1. (4) The reactants are: C(OC([N:6]1[C:10]2[S:11][C:12]([C:14]([O:16][C:17]([CH3:20])([CH3:19])[CH3:18])=[O:15])=[CH:13][C:9]=2[C:8]([NH:21][C:22](=[O:30])[C:23]2[CH:28]=[CH:27][CH:26]=[CH:25][C:24]=2[NH2:29])=[N:7]1)=O)C. Given the product [C:17]([O:16][C:14]([C:12]1[S:11][C:10]2[NH:6][N:7]=[C:8]([NH:21][C:22](=[O:30])[C:23]3[CH:28]=[CH:27][CH:26]=[CH:25][C:24]=3[NH2:29])[C:9]=2[CH:13]=1)=[O:15])([CH3:20])([CH3:18])[CH3:19], predict the reactants needed to synthesize it. (5) Given the product [OH:21][C:22]([CH3:44])([CH3:43])[CH2:23][C@@:24]1([C:37]2[CH:38]=[CH:39][CH:40]=[CH:41][CH:42]=2)[O:29][C:28](=[O:30])[N:27]([C@H:31]2[CH2:36][CH2:35][CH2:34][N:33]([C:6]3[CH:7]=[N:8][C:3]([O:2][CH3:1])=[CH:4][CH:5]=3)[CH2:32]2)[CH2:26][CH2:25]1, predict the reactants needed to synthesize it. The reactants are: [CH3:1][O:2][C:3]1[N:8]=[CH:7][C:6](B(O)O)=[CH:5][CH:4]=1.[F-].[K+].OC(C(F)(F)F)=O.[OH:21][C:22]([CH3:44])([CH3:43])[CH2:23][C@@:24]1([C:37]2[CH:42]=[CH:41][CH:40]=[CH:39][CH:38]=2)[O:29][C:28](=[O:30])[N:27]([C@H:31]2[CH2:36][CH2:35][CH2:34][NH:33][CH2:32]2)[CH2:26][CH2:25]1.O=O. (6) Given the product [CH3:25][O:26][C:27]1[CH:34]=[CH:33][C:30]([CH2:31][NH:32][C:5]2[N:10]=[C:9]([C:11]3[CH:16]=[CH:15][C:14]([S:17]([CH3:20])(=[O:19])=[O:18])=[CH:13][CH:12]=3)[CH:8]=[C:7]([C:21]([F:24])([F:23])[F:22])[N:6]=2)=[CH:29][CH:28]=1, predict the reactants needed to synthesize it. The reactants are: CS([C:5]1[N:10]=[C:9]([C:11]2[CH:16]=[CH:15][C:14]([S:17]([CH3:20])(=[O:19])=[O:18])=[CH:13][CH:12]=2)[CH:8]=[C:7]([C:21]([F:24])([F:23])[F:22])[N:6]=1)(=O)=O.[CH3:25][O:26][C:27]1[CH:34]=[CH:33][C:30]([CH2:31][NH2:32])=[CH:29][CH:28]=1. (7) Given the product [OH:1][C:2]([C:5]1[NH:9][N:8]=[C:7]([C:10]([OH:12])=[O:11])[CH:6]=1)([CH3:4])[CH3:3], predict the reactants needed to synthesize it. The reactants are: [OH:1][C:2]([C:5]1[NH:9][N:8]=[C:7]([C:10]([O:12]CC)=[O:11])[CH:6]=1)([CH3:4])[CH3:3].[OH-].[Na+].Cl.